From a dataset of NCI-60 drug combinations with 297,098 pairs across 59 cell lines. Regression. Given two drug SMILES strings and cell line genomic features, predict the synergy score measuring deviation from expected non-interaction effect. (1) Cell line: NCI-H226. Synergy scores: CSS=-2.60, Synergy_ZIP=4.34, Synergy_Bliss=3.76, Synergy_Loewe=-4.37, Synergy_HSA=-6.46. Drug 2: C1CNP(=O)(OC1)N(CCCl)CCCl. Drug 1: CC1=C(N=C(N=C1N)C(CC(=O)N)NCC(C(=O)N)N)C(=O)NC(C(C2=CN=CN2)OC3C(C(C(C(O3)CO)O)O)OC4C(C(C(C(O4)CO)O)OC(=O)N)O)C(=O)NC(C)C(C(C)C(=O)NC(C(C)O)C(=O)NCCC5=NC(=CS5)C6=NC(=CS6)C(=O)NCCC[S+](C)C)O. (2) Drug 1: CC1C(C(CC(O1)OC2CC(CC3=C2C(=C4C(=C3O)C(=O)C5=C(C4=O)C(=CC=C5)OC)O)(C(=O)C)O)N)O.Cl. Drug 2: C1C(C(OC1N2C=NC3=C2NC=NCC3O)CO)O. Cell line: SK-MEL-2. Synergy scores: CSS=1.56, Synergy_ZIP=-4.44, Synergy_Bliss=-1.50, Synergy_Loewe=-10.2, Synergy_HSA=-1.90. (3) Drug 1: C1=CN(C(=O)N=C1N)C2C(C(C(O2)CO)O)(F)F. Drug 2: C1CC(CNC1)C2=CC=C(C=C2)N3C=C4C=CC=C(C4=N3)C(=O)N. Cell line: T-47D. Synergy scores: CSS=38.4, Synergy_ZIP=-1.18, Synergy_Bliss=-0.397, Synergy_Loewe=-3.90, Synergy_HSA=7.76. (4) Drug 1: C1CN(CCN1C(=O)CCBr)C(=O)CCBr. Drug 2: C1CCC(C(C1)N)N.C(=O)(C(=O)[O-])[O-].[Pt+4]. Cell line: OVCAR-5. Synergy scores: CSS=19.1, Synergy_ZIP=-11.2, Synergy_Bliss=-4.51, Synergy_Loewe=-8.64, Synergy_HSA=-1.98.